Dataset: Peptide-MHC class I binding affinity with 185,985 pairs from IEDB/IMGT. Task: Regression. Given a peptide amino acid sequence and an MHC pseudo amino acid sequence, predict their binding affinity value. This is MHC class I binding data. (1) The peptide sequence is TLNTMTKDA. The MHC is HLA-A02:01 with pseudo-sequence HLA-A02:01. The binding affinity (normalized) is 0.147. (2) The peptide sequence is DDPSRGRLGL. The MHC is Patr-A0401 with pseudo-sequence Patr-A0401. The binding affinity (normalized) is 0. (3) The peptide sequence is EGFDPRALI. The MHC is HLA-A29:02 with pseudo-sequence HLA-A29:02. The binding affinity (normalized) is 0.0847.